Dataset: Forward reaction prediction with 1.9M reactions from USPTO patents (1976-2016). Task: Predict the product of the given reaction. (1) Given the reactants Cl[CH2:2][CH2:3][N:4]1[C:16]2[C:15]3[N:14]=[C:13]([NH:17][C:18]4[CH:23]=[C:22]([N:24]5[CH2:29][CH2:28][N:27]([CH3:30])[CH2:26][CH2:25]5)[CH:21]=[CH:20][C:19]=4[O:31][C:32]([F:35])([F:34])[F:33])[N:12]=[CH:11][C:10]=3[CH2:9][CH2:8][C:7]=2[C:6]([C:36]([NH2:38])=[O:37])=[N:5]1.C1CCN2C(=NCCC2)CC1, predict the reaction product. The product is: [CH3:30][N:27]1[CH2:28][CH2:29][N:24]([C:22]2[CH:21]=[CH:20][C:19]([O:31][C:32]([F:35])([F:34])[F:33])=[C:18]([NH:17][C:13]3[N:12]=[CH:11][C:10]4[CH2:9][CH2:8][C:7]5[C:6]([C:36]([NH2:38])=[O:37])=[N:5][N:4]([CH:3]=[CH2:2])[C:16]=5[C:15]=4[N:14]=3)[CH:23]=2)[CH2:25][CH2:26]1. (2) Given the reactants C([O:3][C:4]([CH:6]1[CH2:11][CH2:10][N:9]([C:12]2[CH:17]=[CH:16][CH:15]=[C:14]([C:18]3[N:22]([CH3:23])[C:21]4[CH:24]=[CH:25][CH:26]=[CH:27][C:20]=4[N:19]=3)[CH:13]=2)[CH2:8][CH2:7]1)=[O:5])C.[ClH:28], predict the reaction product. The product is: [ClH:28].[CH3:23][N:22]1[C:21]2[CH:24]=[CH:25][CH:26]=[CH:27][C:20]=2[N:19]=[C:18]1[C:14]1[CH:13]=[C:12]([N:9]2[CH2:10][CH2:11][CH:6]([C:4]([OH:5])=[O:3])[CH2:7][CH2:8]2)[CH:17]=[CH:16][CH:15]=1. (3) Given the reactants Br[C:2]1[CH:7]=[CH:6][N:5]=[C:4]([O:8][CH3:9])[CH:3]=1.[CH3:10][C:11]1[C:16]([N+:17]([O-:19])=[O:18])=[CH:15][CH:14]=[CH:13][C:12]=1B(O)O, predict the reaction product. The product is: [CH3:9][O:8][C:4]1[CH:3]=[C:2]([C:12]2[CH:13]=[CH:14][CH:15]=[C:16]([N+:17]([O-:19])=[O:18])[C:11]=2[CH3:10])[CH:7]=[CH:6][N:5]=1. (4) Given the reactants [Br:1][C:2]1[CH:7]=[CH:6][C:5]([CH:8]([C:14](OCC)=[O:15])[C:9](OCC)=[O:10])=[CH:4][CH:3]=1.[H-].C([Al+]CC(C)C)C(C)C.CCCCCC.C(C(C(C([O-])=O)O)O)([O-])=O.[Na+].[K+], predict the reaction product. The product is: [Br:1][C:2]1[CH:3]=[CH:4][C:5]([CH:8]([CH2:14][OH:15])[CH2:9][OH:10])=[CH:6][CH:7]=1. (5) Given the reactants [CH:1]1([S:6][CH:7]([C:11]2[CH:16]=[CH:15][C:14]([F:17])=[C:13]([F:18])[CH:12]=2)[C:8]([OH:10])=O)[CH2:5][CH2:4][CH2:3][CH2:2]1.[NH2:19][C:20]1[CH:25]=[CH:24][CH:23]=[CH:22][N:21]=1, predict the reaction product. The product is: [CH:1]1([S:6][CH:7]([C:11]2[CH:16]=[CH:15][C:14]([F:17])=[C:13]([F:18])[CH:12]=2)[C:8]([NH:19][C:20]2[CH:25]=[CH:24][CH:23]=[CH:22][N:21]=2)=[O:10])[CH2:2][CH2:3][CH2:4][CH2:5]1. (6) Given the reactants Cl[C:2]1[C:11]2=[N:12][N:13](CC3C=CC(OC)=CC=3)[CH:14]=[C:10]2[C:9]2[CH:8]=[C:7]([O:24][CH3:25])[CH:6]=[CH:5][C:4]=2[N:3]=1.[NH2:26][C:27]1[CH:28]=[C:29]([CH:32]=[CH:33][CH:34]=1)[C:30]#[N:31].Cl, predict the reaction product. The product is: [CH3:25][O:24][C:7]1[CH:6]=[CH:5][C:4]2[N:3]=[C:2]([NH:26][C:27]3[CH:28]=[C:29]([CH:32]=[CH:33][CH:34]=3)[C:30]#[N:31])[C:11]3=[N:12][NH:13][CH:14]=[C:10]3[C:9]=2[CH:8]=1. (7) Given the reactants [Cl:1][C:2]1[CH:7]=[C:6]([N+:8]([O-])=O)[C:5]([NH2:11])=[CH:4][C:3]=1[S:12][C:13]1[CH:18]=[CH:17][C:16](/[CH:19]=[CH:20]/[C:21]([N:23]2[CH2:28][CH2:27][N:26]([C:29](=[O:31])[CH3:30])[CH2:25][CH2:24]2)=[O:22])=[CH:15][C:14]=1[Cl:32].Cl[Sn]Cl, predict the reaction product. The product is: [Cl:1][C:2]1[CH:7]=[C:6]([NH2:8])[C:5]([NH2:11])=[CH:4][C:3]=1[S:12][C:13]1[CH:18]=[CH:17][C:16](/[CH:19]=[CH:20]/[C:21]([N:23]2[CH2:24][CH2:25][N:26]([C:29](=[O:31])[CH3:30])[CH2:27][CH2:28]2)=[O:22])=[CH:15][C:14]=1[Cl:32]. (8) Given the reactants [C:1]1([C:7]#[C:8]/[CH:9]=[CH:10]/[CH2:11]O)[CH:6]=[CH:5][CH:4]=[CH:3][CH:2]=1.C(N(CC)CC)C.CS([Cl:24])(=O)=O, predict the reaction product. The product is: [Cl:24][CH2:11]/[CH:10]=[CH:9]/[C:8]#[C:7][C:1]1[CH:6]=[CH:5][CH:4]=[CH:3][CH:2]=1.